From a dataset of Reaction yield outcomes from USPTO patents with 853,638 reactions. Predict the reaction yield, written as a fraction of the theoretical maximum amount of product (1.0 means a 100% yield; for example, 0.34 means a 34% yield). (1) The reactants are [CH2:1]([O:8][C:9](=[O:27])[NH:10][CH2:11][CH2:12][CH2:13][CH2:14][C:15]1[CH:20]=[CH:19][C:18]([O:21][CH2:22][CH2:23][CH2:24][C:25]#[N:26])=[CH:17][CH:16]=1)[C:2]1[CH:7]=[CH:6][CH:5]=[CH:4][CH:3]=1.[N-:28]=[N+:29]=[N-:30].[Na+].[Cl-].[NH4+]. The catalyst is CN(C=O)C. The product is [CH2:1]([O:8][C:9](=[O:27])[NH:10][CH2:11][CH2:12][CH2:13][CH2:14][C:15]1[CH:20]=[CH:19][C:18]([O:21][CH2:22][CH2:23][CH2:24][C:25]2[NH:30][N:29]=[N:28][N:26]=2)=[CH:17][CH:16]=1)[C:2]1[CH:7]=[CH:6][CH:5]=[CH:4][CH:3]=1. The yield is 0.760. (2) The reactants are [Br:1][C:2]1[N:6]=[CH:5][NH:4][N:3]=1.Cl[CH2:8][C:9]1[CH:14]=[CH:13][C:12]([O:15][CH3:16])=[CH:11][CH:10]=1.C(N(C(C)C)C(C)C)C.[I-].[K+]. The catalyst is O.C(#N)C. The product is [Br:1][C:2]1[N:3]([CH2:8][C:9]2[CH:14]=[CH:13][C:12]([O:15][CH3:16])=[CH:11][CH:10]=2)[N:4]=[CH:5][N:6]=1. The yield is 0.200.